Task: Predict the reaction yield, written as a fraction of the theoretical maximum amount of product (1.0 means a 100% yield; for example, 0.34 means a 34% yield).. Dataset: Reaction yield outcomes from USPTO patents with 853,638 reactions (1) The yield is 0.820. The catalyst is C(#N)CC. The reactants are [C:1]([O:5][C:6]([N:8]1[CH2:21][CH2:20][N:19]2[CH:10]([C:11](=[O:24])[NH:12][C:13]3[C:18]2=[N:17][CH:16]=[C:15]([CH2:22]O)[CH:14]=3)[CH2:9]1)=[O:7])([CH3:4])([CH3:3])[CH3:2].[I-].C(C[P+](C)(C)C)#N.C(N(C(C)C)C(C)C)C.Cl.[Cl:43][C:44]1[CH:49]=[CH:48][C:47]([N:50]2[CH2:55][CH2:54][NH:53][CH2:52][CH2:51]2)=[CH:46][CH:45]=1. The product is [C:1]([O:5][C:6]([N:8]1[CH2:21][CH2:20][N:19]2[CH:10]([C:11](=[O:24])[NH:12][C:13]3[C:18]2=[N:17][CH:16]=[C:15]([CH2:22][N:53]2[CH2:52][CH2:51][N:50]([C:47]4[CH:46]=[CH:45][C:44]([Cl:43])=[CH:49][CH:48]=4)[CH2:55][CH2:54]2)[CH:14]=3)[CH2:9]1)=[O:7])([CH3:4])([CH3:2])[CH3:3]. (2) The reactants are [Cl:1][C:2]1[C:6]([CH:7]=[O:8])=[CH:5][NH:4][C:3]=1[C:9]([O:11][CH3:12])=[O:10].CC(=CC)C.C1C[O:21]CC1.P([O-])(O)(O)=O.[Na+].Cl([O-])=O.[Na+].C(O)(=O)CC(CC(O)=O)(C(O)=O)O. The catalyst is C(O)(C)(C)C.O.CCOC(C)=O. The product is [Cl:1][C:2]1[C:6]([C:7]([OH:21])=[O:8])=[CH:5][NH:4][C:3]=1[C:9]([O:11][CH3:12])=[O:10]. The yield is 0.920. (3) The reactants are [CH3:1][O-:2].[Na+].Cl[C:5]1([NH2:23])[N:22]=[CH:21][N:20]=[C:19]2[C:6]1=[N:7][CH2:8][N:9]2[C@@H:10]1[O:18][C@H:15]([CH2:16][OH:17])[C@@H:13]([OH:14])[C@H:11]1[OH:12].[CH3:24][OH:25]. The yield is 0.660. The catalyst is C(Cl)Cl. The product is [CH3:1][O:2][C:21]1[N:20]=[C:19]2[C:6](=[N:7][CH2:8][N:9]2[C@@H:10]2[O:18][C@H:15]([CH2:16][OH:17])[C@@H:13]([OH:14])[C@H:11]2[OH:12])[C:5]([O:25][CH3:24])([NH2:23])[N:22]=1. (4) The reactants are [Cl:1][C:2]1[N:7]=[C:6]([C:8]([CH:10]2[CH2:12][CH2:11]2)=[O:9])[CH:5]=[CH:4][N:3]=1.[BH4-].[Na+]. The catalyst is CO.CCOC(C)=O. The product is [Cl:1][C:2]1[N:7]=[C:6]([CH:8]([CH:10]2[CH2:11][CH2:12]2)[OH:9])[CH:5]=[CH:4][N:3]=1. The yield is 0.990.